Predict which catalyst facilitates the given reaction. From a dataset of Catalyst prediction with 721,799 reactions and 888 catalyst types from USPTO. (1) Reactant: [F:1][CH:2]([F:13])[C:3]1[CH:8]=[CH:7][CH:6]=[C:5]([N+:9]([O-])=O)[C:4]=1[F:12]. Product: [F:13][CH:2]([F:1])[C:3]1[C:4]([F:12])=[C:5]([CH:6]=[CH:7][CH:8]=1)[NH2:9]. The catalyst class is: 43. (2) Reactant: [F:1][C:2]1([F:18])[CH2:7][CH2:6][N:5]([C:8]2[C:13]([N+:14]([O-])=O)=[CH:12][N:11]=[C:10]([CH3:17])[CH:9]=2)[CH2:4][CH2:3]1. Product: [F:18][C:2]1([F:1])[CH2:3][CH2:4][N:5]([C:8]2[CH:9]=[C:10]([CH3:17])[N:11]=[CH:12][C:13]=2[NH2:14])[CH2:6][CH2:7]1. The catalyst class is: 19. (3) Reactant: [Cl:1][C:2]1[N:3]=[C:4]2[C:10](I)=[CH:9][N:8](S(C3C=CC(C)=CC=3)(=O)=O)[C:5]2=[N:6][CH:7]=1.[Br:22][C:23]1[CH:24]=[C:25](B(O)O)[CH:26]=[CH:27][CH:28]=1.C(=O)([O-])[O-].[K+].[K+].C1(C)C=CC=CC=1.C(O)C. Product: [Br:22][C:23]1[CH:28]=[C:27]([C:10]2[C:4]3[C:5](=[N:6][CH:7]=[C:2]([Cl:1])[N:3]=3)[NH:8][CH:9]=2)[CH:26]=[CH:25][CH:24]=1. The catalyst class is: 13. (4) Reactant: [OH:1][C:2]1[C:7]([CH3:8])=[CH:6][C:5]([C:9]2[CH:10]=[C:11]([C:16]3[NH:17][C:18]4[C:23]([CH:24]=3)=[CH:22][CH:21]=[CH:20][CH:19]=4)[C:12](=[O:15])[NH:13][N:14]=2)=[CH:4][C:3]=1[CH3:25].[Br:26]N1C(=O)CCC1=O. Product: [Br:26][C:24]1[C:23]2[C:18](=[CH:19][CH:20]=[CH:21][CH:22]=2)[NH:17][C:16]=1[C:11]1[C:12](=[O:15])[NH:13][N:14]=[C:9]([C:5]2[CH:6]=[C:7]([CH3:8])[C:2]([OH:1])=[C:3]([CH3:25])[CH:4]=2)[CH:10]=1. The catalyst class is: 21. (5) Reactant: [C:1]([C:3]1[C:4]2[CH:5]=[CH:6][C:7]([NH:13][C:14](=[O:16])[CH3:15])=[CH:8][C:9]=2[CH2:10][CH2:11][CH:12]=1)#[N:2].COCCOC.[BH4-].[Na+]. Product: [C:1]([CH:3]1[CH2:12][CH2:11][CH2:10][C:9]2[CH:8]=[C:7]([NH:13][C:14](=[O:16])[CH3:15])[CH:6]=[CH:5][C:4]1=2)#[N:2]. The catalyst class is: 8. (6) Reactant: C[O:2][C:3]([C:5]1([N:13]([O:26][CH2:27][C:28]#[CH:29])[C:14](=[O:25])[CH2:15][C:16]2[C:21]([CH3:22])=[CH:20][C:19]([CH3:23])=[CH:18][C:17]=2[CH3:24])[CH2:10][CH2:9][N:8]([O:11][CH3:12])[CH2:7][CH2:6]1)=O.C[O-].[Na+].Cl.[Cl-].[Na+]. The catalyst class is: 9. Product: [OH:2][C:3]1[C:5]2([CH2:10][CH2:9][N:8]([O:11][CH3:12])[CH2:7][CH2:6]2)[N:13]([O:26][CH2:27][C:28]#[CH:29])[C:14](=[O:25])[C:15]=1[C:16]1[C:17]([CH3:24])=[CH:18][C:19]([CH3:23])=[CH:20][C:21]=1[CH3:22]. (7) Reactant: [Cl:1][C:2]1[N:10]=[C:9]2[C:5]([N:6]([CH2:21][C@H:22]3[CH2:27][CH2:26][C@H:25]([CH3:28])[CH2:24][CH2:23]3)[C:7]([CH:11]([C:13]3[CH:18]=[CH:17][CH:16]=[CH:15][C:14]=3[O:19][CH3:20])[OH:12])=[N:8]2)=[C:4]([C:29]2[CH:30]=[N:31][CH:32]=[C:33]([Cl:35])[CH:34]=2)[N:3]=1.CC(OI1(OC(C)=O)(OC(C)=O)OC(=O)C2C=CC=CC1=2)=O. Product: [Cl:1][C:2]1[N:10]=[C:9]2[C:5]([N:6]([CH2:21][C@H:22]3[CH2:23][CH2:24][C@H:25]([CH3:28])[CH2:26][CH2:27]3)[C:7]([C:11]([C:13]3[CH:18]=[CH:17][CH:16]=[CH:15][C:14]=3[O:19][CH3:20])=[O:12])=[N:8]2)=[C:4]([C:29]2[CH:30]=[N:31][CH:32]=[C:33]([Cl:35])[CH:34]=2)[N:3]=1. The catalyst class is: 2. (8) Reactant: [Br:1][C:2]1[CH:3]=[CH:4][C:5]([C:8]2[CH:9]=[C:10]([CH2:14][NH2:15])[CH:11]=[CH:12][CH:13]=2)=[N:6][CH:7]=1.CN(C1C=CC=CN=1)C.[C:25](OC([O-])=O)([O:27][C:28]([CH3:31])([CH3:30])[CH3:29])=[O:26].O. Product: [C:28]([O:27][C:25](=[O:26])[NH:15][CH2:14][C:10]1[CH:11]=[CH:12][CH:13]=[C:8]([C:5]2[CH:4]=[CH:3][C:2]([Br:1])=[CH:7][N:6]=2)[CH:9]=1)([CH3:31])([CH3:30])[CH3:29]. The catalyst class is: 236. (9) Reactant: [CH2:1]([O:3][C:4]([C:6]1[NH:7][C:8]2[C:13]([CH:14]=1)=[CH:12][C:11]([C:15]([N:17]1[CH2:21][CH2:20][CH2:19][C:18]1=[O:22])=[CH2:16])=[CH:10][CH:9]=2)=[O:5])[CH3:2]. Product: [CH2:1]([O:3][C:4]([C:6]1[NH:7][C:8]2[C:13]([CH:14]=1)=[CH:12][C:11]([CH:15]([N:17]1[CH2:21][CH2:20][CH2:19][C:18]1=[O:22])[CH3:16])=[CH:10][CH:9]=2)=[O:5])[CH3:2]. The catalyst class is: 458. (10) Reactant: [OH:1][C:2]1[CH:3]=[C:4]([CH2:8][NH:9][C:10](=[O:18])[C:11]2[CH:16]=[CH:15][CH:14]=[N:13][C:12]=2[NH2:17])[CH:5]=[CH:6][CH:7]=1.Br[CH2:20][CH2:21][CH2:22][CH2:23][CH:24]=[CH2:25].C(=O)([O-])[O-].[Cs+].[Cs+].CN(C=O)C. Product: [CH2:25]([O:1][C:2]1[CH:3]=[C:4]([CH2:8][NH:9][C:10](=[O:18])[C:11]2[CH:16]=[CH:15][CH:14]=[N:13][C:12]=2[NH2:17])[CH:5]=[CH:6][CH:7]=1)[CH2:24][CH2:23][CH2:22][CH:21]=[CH2:20]. The catalyst class is: 6.